From a dataset of Forward reaction prediction with 1.9M reactions from USPTO patents (1976-2016). Predict the product of the given reaction. (1) The product is: [C:14]([C:13]1[CH:12]([C:9]2[CH:10]=[CH:11][C:2]([F:1])=[C:3]3[C:8]=2[O:7][C:6]([CH3:20])=[CH:5][C:4]3=[O:21])[C:24]([C:25]([O:27][CH2:28][CH3:29])=[O:26])=[C:23]([CH3:30])[NH:22][C:17]=1[CH3:18])(=[O:16])[CH3:15]. Given the reactants [F:1][C:2]1[CH:11]=[CH:10][C:9]([CH:12]=[C:13]([C:17](=O)[CH3:18])[C:14](=[O:16])[CH3:15])=[C:8]2[C:3]=1[C:4](=[O:21])[CH:5]=[C:6]([CH3:20])[O:7]2.[NH2:22]/[C:23](/[CH3:30])=[CH:24]\[C:25]([O:27][CH2:28][CH3:29])=[O:26], predict the reaction product. (2) Given the reactants [CH2:1]([N:4]1[C:9](=[O:10])[CH:8]2[CH:6]([C:7]2([CH2:20][CH3:21])[C:11]2[CH:16]=[CH:15][CH:14]=[C:13]([N+:17]([O-])=O)[CH:12]=2)[C:5]1=[O:22])[CH:2]=[CH2:3].[Cl-].[Ca+2].[Cl-], predict the reaction product. The product is: [CH2:1]([N:4]1[C:5](=[O:22])[CH:6]2[CH:8]([C:7]2([C:11]2[CH:16]=[CH:15][CH:14]=[C:13]([NH2:17])[CH:12]=2)[CH2:20][CH3:21])[C:9]1=[O:10])[CH:2]=[CH2:3]. (3) Given the reactants [CH3:1][O:2][C:3]1[C:23]([O:24][CH3:25])=[C:22]([O:26][CH3:27])[CH:21]=[CH:20][C:4]=1[CH2:5][CH:6]1[C:15]2[C:10](=[CH:11][C:12]([O:18][CH3:19])=[C:13]([O:16][CH3:17])[CH:14]=2)[CH2:9][CH2:8][NH:7]1.Br[CH2:29][C:30](Br)=[O:31].[CH2:33]([NH2:40])[C:34]1[CH:39]=[CH:38][CH:37]=[CH:36][CH:35]=1, predict the reaction product. The product is: [CH3:1][O:2][C:3]1[C:23]([O:24][CH3:25])=[C:22]([O:26][CH3:27])[CH:21]=[CH:20][C:4]=1[CH2:5][CH:6]1[C:15]2[C:10](=[CH:11][C:12]([O:18][CH3:19])=[C:13]([O:16][CH3:17])[CH:14]=2)[CH2:9][CH2:8][N:7]1[CH2:29][C:30]([NH:40][CH2:33][C:34]1[CH:39]=[CH:38][CH:37]=[CH:36][CH:35]=1)=[O:31].